Dataset: Full USPTO retrosynthesis dataset with 1.9M reactions from patents (1976-2016). Task: Predict the reactants needed to synthesize the given product. (1) The reactants are: Br[CH2:2][C:3]1[N:4]=[N:5][C:6]([C:9]2[CH:14]=[CH:13][CH:12]=[CH:11][CH:10]=2)=[CH:7][CH:8]=1.[NH:15]([C:23]([O:25][C:26]([CH3:29])([CH3:28])[CH3:27])=[O:24])[C:16]([O:18][C:19]([CH3:22])([CH3:21])[CH3:20])=[O:17].C(=O)([O-])[O-].[K+].[K+].O. Given the product [C:26]([O:25][C:23]([N:15]([CH2:2][C:3]1[N:4]=[N:5][C:6]([C:9]2[CH:14]=[CH:13][CH:12]=[CH:11][CH:10]=2)=[CH:7][CH:8]=1)[C:16]([O:18][C:19]([CH3:22])([CH3:21])[CH3:20])=[O:17])=[O:24])([CH3:29])([CH3:28])[CH3:27], predict the reactants needed to synthesize it. (2) Given the product [C:18]([C:15]1[CH:16]=[CH:17][C:12]([CH2:11][C:8]2[S:9][CH:10]=[C:6]([C:4]([OH:5])=[O:3])[N:7]=2)=[CH:13][CH:14]=1)([CH3:21])([CH3:19])[CH3:20], predict the reactants needed to synthesize it. The reactants are: C([O:3][C:4]([C:6]1[N:7]=[C:8]([CH2:11][C:12]2[CH:17]=[CH:16][C:15]([C:18]([CH3:21])([CH3:20])[CH3:19])=[CH:14][CH:13]=2)[S:9][CH:10]=1)=[O:5])C.[Li+].[OH-].